Dataset: Reaction yield outcomes from USPTO patents with 853,638 reactions. Task: Predict the reaction yield, written as a fraction of the theoretical maximum amount of product (1.0 means a 100% yield; for example, 0.34 means a 34% yield). (1) The reactants are Cl[CH2:2][C:3]([NH:5][C:6]1[CH:19]=[CH:18][C:17]2[C:16](=[O:20])[C:15]3[C:10](=[CH:11][C:12]([NH:21][C:22](=[O:25])[CH2:23]Cl)=[CH:13][CH:14]=3)[C:9](=[O:26])[C:8]=2[CH:7]=1)=[O:4].[NH:27]1[CH2:31][CH2:30][CH2:29][CH2:28]1.[N:32]1[CH:37]=[CH:36][CH:35]=[CH:34]C=1. The catalyst is CN(C)C=O. The product is [N:27]1([CH2:2][C:3]([NH:5][C:6]2[CH:19]=[CH:18][C:17]3[C:16](=[O:20])[C:15]4[C:10](=[CH:11][C:12]([NH:21][C:22](=[O:25])[CH2:23][N:32]5[CH2:34][CH2:35][CH2:36][CH2:37]5)=[CH:13][CH:14]=4)[C:9](=[O:26])[C:8]=3[CH:7]=2)=[O:4])[CH2:31][CH2:30][CH2:29][CH2:28]1. The yield is 0.330. (2) The reactants are [NH2:1][C:2]1[CH:7]=[CH:6][CH:5]=[CH:4][C:3]=1[C:8]1[NH:9][C:10]2[C:15]([CH:16]=1)=[CH:14][CH:13]=[CH:12][CH:11]=2.[OH:17][C:18]1[CH:23]=[CH:22][C:21]([CH2:24][C:25](O)=[O:26])=[CH:20][CH:19]=1.Cl.CN(CCCN=C=NCC)C. The catalyst is C(#N)C. The product is [OH:17][C:18]1[CH:23]=[CH:22][C:21]([CH2:24][C:25]([NH:1][C:2]2[CH:7]=[CH:6][CH:5]=[CH:4][C:3]=2[C:8]2[NH:9][C:10]3[C:15]([CH:16]=2)=[CH:14][CH:13]=[CH:12][CH:11]=3)=[O:26])=[CH:20][CH:19]=1. The yield is 0.750. (3) The reactants are Br[C:2]1[CH:15]=[C:14]2[C:5]([CH2:6][C:7]3([C:13]42[N:19]=[C:18]([NH2:20])[C:17]([CH3:21])=[N:16]4)[CH2:12][CH2:11][O:10][CH2:9][CH2:8]3)=[CH:4][CH:3]=1.[Cl:22][C:23]1[CH:24]=[C:25](B(O)O)[CH:26]=[CH:27][C:28]=1[F:29]. No catalyst specified. The product is [Cl:22][C:23]1[CH:24]=[C:25]([C:2]2[CH:15]=[C:14]3[C:5]([CH2:6][C:7]4([C:13]53[N:19]=[C:18]([NH2:20])[C:17]([CH3:21])=[N:16]5)[CH2:8][CH2:9][O:10][CH2:11][CH2:12]4)=[CH:4][CH:3]=2)[CH:26]=[CH:27][C:28]=1[F:29]. The yield is 0.420.